This data is from Catalyst prediction with 721,799 reactions and 888 catalyst types from USPTO. The task is: Predict which catalyst facilitates the given reaction. Reactant: Cl.[F:2][C:3]1[CH:4]=[CH:5][C:6]2[C:10]([CH:11]3[CH2:16][CH2:15][N:14]([CH2:17][CH2:18][CH2:19][C:20]([C:22]4[CH:27]=[CH:26][C:25]([F:28])=[CH:24][CH:23]=4)=[O:21])[CH2:13][CH2:12]3)=[CH:9][S:8][C:7]=2[CH:29]=1.C(=O)([O-])[O-].[K+].[K+].CO[CH:38](OC)[N:39]([CH3:41])[CH3:40].N1CC[CH2:46][CH2:45]1. Product: [F:2][C:3]1[CH:4]=[CH:5][C:6]2[C:10]([CH:11]3[CH2:12][CH2:13][N:14]([CH2:17][CH2:18][C:19](=[CH:41][N:39]4[CH2:38][CH2:46][CH2:45][CH2:40]4)[C:20]([C:22]4[CH:23]=[CH:24][C:25]([F:28])=[CH:26][CH:27]=4)=[O:21])[CH2:15][CH2:16]3)=[CH:9][S:8][C:7]=2[CH:29]=1. The catalyst class is: 9.